Predict the reaction yield, written as a fraction of the theoretical maximum amount of product (1.0 means a 100% yield; for example, 0.34 means a 34% yield). From a dataset of Reaction yield outcomes from USPTO patents with 853,638 reactions. The reactants are [OH:1][N:2]1[C:7]([CH3:9])([CH3:8])[CH2:6][CH2:5][CH2:4][C:3]1([CH3:11])[CH3:10].N(OC(C)(C)C)=O.N[C:20]1[CH:25]=[CH:24][CH:23]=[CH:22][CH:21]=1. The catalyst is C(#N)C.[Cu](F)F. The product is [O:1]([N:2]1[C:7]([CH3:9])([CH3:8])[CH2:6][CH2:5][CH2:4][C:3]1([CH3:11])[CH3:10])[C:20]1[CH:25]=[CH:24][CH:23]=[CH:22][CH:21]=1. The yield is 0.741.